From a dataset of Full USPTO retrosynthesis dataset with 1.9M reactions from patents (1976-2016). Predict the reactants needed to synthesize the given product. (1) Given the product [Cl:1][C:2]1[CH:3]=[CH:4][C:5]([N:8]2[C:12]([CH:13]3[CH2:14][CH2:15][CH2:16]3)=[C:11]([C:17]([OH:19])=[O:18])[CH:10]=[N:9]2)=[CH:6][CH:7]=1, predict the reactants needed to synthesize it. The reactants are: [Cl:1][C:2]1[CH:7]=[CH:6][C:5]([N:8]2[C:12]([CH:13]3[CH2:16][CH2:15][CH2:14]3)=[C:11]([C:17]([O:19]C)=[O:18])[CH:10]=[N:9]2)=[CH:4][CH:3]=1.O.[OH-].[Li+].Cl. (2) Given the product [C:14]([C:17]1[C:25]2[C:20](=[CH:21][C:22]([F:1])=[C:23]([F:26])[CH:24]=2)[N:19]([CH2:27][C:28]([OH:30])=[O:29])[N:18]=1)(=[O:16])[NH2:15], predict the reactants needed to synthesize it. The reactants are: [F:1]C1C=C2C(=CC=1F)NN=C2C#N.[C:14]([C:17]1[C:25]2[C:20](=[CH:21][CH:22]=[C:23]([F:26])[CH:24]=2)[N:19]([CH2:27][C:28]([OH:30])=[O:29])[N:18]=1)(=[O:16])[NH2:15].